This data is from Peptide-MHC class I binding affinity with 185,985 pairs from IEDB/IMGT. The task is: Regression. Given a peptide amino acid sequence and an MHC pseudo amino acid sequence, predict their binding affinity value. This is MHC class I binding data. The peptide sequence is RVMPVFAFK. The MHC is HLA-A02:06 with pseudo-sequence HLA-A02:06. The binding affinity (normalized) is 0.683.